Dataset: Full USPTO retrosynthesis dataset with 1.9M reactions from patents (1976-2016). Task: Predict the reactants needed to synthesize the given product. (1) Given the product [C:1]([O:5][C:6](=[O:38])[NH:7][C:8]1([C:12]2[CH:13]=[CH:14][C:15]([C:18]3[C:19]([C:32]4[CH:37]=[CH:36][CH:35]=[CH:34][CH:33]=4)=[CH:20][C:21]4[N:26]5[C:27](=[O:30])[N:28]([CH2:46][C:47]([F:50])([F:49])[F:48])[N:29]=[C:25]5[CH2:24][O:23][C:22]=4[N:31]=3)=[CH:16][CH:17]=2)[CH2:11][CH2:10][CH2:9]1)([CH3:4])([CH3:2])[CH3:3], predict the reactants needed to synthesize it. The reactants are: [C:1]([O:5][C:6](=[O:38])[NH:7][C:8]1([C:12]2[CH:17]=[CH:16][C:15]([C:18]3[C:19]([C:32]4[CH:37]=[CH:36][CH:35]=[CH:34][CH:33]=4)=[CH:20][C:21]4[N:26]5[C:27](=[O:30])[NH:28][N:29]=[C:25]5[CH2:24][O:23][C:22]=4[N:31]=3)=[CH:14][CH:13]=2)[CH2:11][CH2:10][CH2:9]1)([CH3:4])([CH3:3])[CH3:2].C(=O)([O-])[O-].[K+].[K+].Br[CH2:46][C:47]([F:50])([F:49])[F:48].O. (2) Given the product [Cl:1][C:2]1[CH:3]=[C:4]([CH:9]2[CH2:13][N:12]([C:34](=[O:35])[CH2:33][N:30]3[CH2:31][CH2:32][S:27](=[O:37])(=[O:26])[CH2:28][CH2:29]3)[CH2:11][CH:10]2[N:14]([CH3:25])[C:15](=[O:24])[CH2:16][C:17]2[CH:18]=[CH:19][C:20]([F:23])=[CH:21][CH:22]=2)[CH:5]=[CH:6][C:7]=1[Cl:8], predict the reactants needed to synthesize it. The reactants are: [Cl:1][C:2]1[CH:3]=[C:4]([CH:9]2[CH2:13][NH:12][CH2:11][CH:10]2[N:14]([CH3:25])[C:15](=[O:24])[CH2:16][C:17]2[CH:22]=[CH:21][C:20]([F:23])=[CH:19][CH:18]=2)[CH:5]=[CH:6][C:7]=1[Cl:8].[O:26]=[S:27]1(=[O:37])[CH2:32][CH2:31][N:30]([CH2:33][C:34](O)=[O:35])[CH2:29][CH2:28]1. (3) Given the product [Cl:25][C:17]1[C:16]2[C:11](=[C:12]([CH3:22])[C:13]([O:20][CH3:21])=[CH:14][CH:15]=2)[N:10]=[C:9]([C:6]2[S:7][CH:8]=[C:4]([CH:1]3[CH2:3][CH2:2]3)[N:5]=2)[CH:18]=1, predict the reactants needed to synthesize it. The reactants are: [CH:1]1([C:4]2[N:5]=[C:6]([C:9]3[CH:18]=[C:17](O)[C:16]4[C:11](=[C:12]([CH3:22])[C:13]([O:20][CH3:21])=[CH:14][CH:15]=4)[N:10]=3)[S:7][CH:8]=2)[CH2:3][CH2:2]1.O=P(Cl)(Cl)[Cl:25]. (4) Given the product [CH:19]1([CH2:25][C:26]([NH:28]/[N:29]=[C:9]2\[C:7](=[O:8])[N:6]([CH2:1][CH2:2][CH2:3][CH2:4][CH3:5])[C:16]3[C:11]\2=[CH:12][CH:13]=[C:14]([O:17][CH3:18])[CH:15]=3)=[O:27])[CH2:24][CH2:23][CH2:22][CH2:21][CH2:20]1, predict the reactants needed to synthesize it. The reactants are: [CH2:1]([N:6]1[C:16]2[C:11](=[CH:12][CH:13]=[C:14]([O:17][CH3:18])[CH:15]=2)[C:9](=O)[C:7]1=[O:8])[CH2:2][CH2:3][CH2:4][CH3:5].[CH:19]1([CH2:25][C:26]([NH:28][NH2:29])=[O:27])[CH2:24][CH2:23][CH2:22][CH2:21][CH2:20]1. (5) Given the product [Cl:30][C:31]1[N:36]=[C:35]([O:11][C@@H:12]([C@H:14]2[CH2:18][N:17]([C@@H:19]([C:21]3[CH:22]=[CH:23][C:24]([O:27][CH3:28])=[CH:25][CH:26]=3)[CH3:20])[C:16](=[O:29])[CH2:15]2)[CH3:13])[C:34]2[N:41]([CH:44]([F:45])[F:46])[CH:42]=[N:43][C:33]=2[CH:32]=1, predict the reactants needed to synthesize it. The reactants are: C[Si]([N-][Si](C)(C)C)(C)C.[Na+].[OH:11][C@@H:12]([C@H:14]1[CH2:18][N:17]([C@@H:19]([C:21]2[CH:26]=[CH:25][C:24]([O:27][CH3:28])=[CH:23][CH:22]=2)[CH3:20])[C:16](=[O:29])[CH2:15]1)[CH3:13].[Cl:30][C:31]1[N:36]=[C:35](S(C)(=O)=O)[C:34]2[N:41]([CH:44]([F:46])[F:45])[CH:42]=[N:43][C:33]=2[CH:32]=1. (6) Given the product [Br:1][C:2]1[CH:3]=[C:4]2[C:9](=[CH:10][C:11]=1[O:12][CH3:13])[C:8](=[O:14])[NH:7][C:6](=[O:15])/[C:5]/2=[CH:16]/[O:19][CH3:20], predict the reactants needed to synthesize it. The reactants are: [Br:1][C:2]1[CH:3]=[C:4]2[C:9](=[CH:10][C:11]=1[O:12][CH3:13])[C:8](=[O:14])[NH:7][C:6](=[O:15])[CH2:5]2.[C:16]([O:19][C:20](=O)C)(=O)C.COC(OC)OC. (7) Given the product [Br:1][C:2]1[CH:3]=[C:4]2[O:10][CH:9]=[N:8][C:5]2=[N:6][CH:7]=1.[NH2:8][C:5]1[C:4]([OH:10])=[CH:3][C:2]([Br:1])=[CH:7][N:6]=1, predict the reactants needed to synthesize it. The reactants are: [Br:1][C:2]1[CH:3]=[C:4]2[O:10][CH:9]=[N:8][C:5]2=[N:6][CH:7]=1.FC(F)(F)C(O)=O. (8) Given the product [ClH:1].[NH2:18][C@@H:12]([CH2:11][CH:8]1[CH2:10][CH2:9]1)[C:13]([N:15]([CH3:17])[CH3:16])=[O:14], predict the reactants needed to synthesize it. The reactants are: [ClH:1].O1CCOCC1.[CH:8]1([CH2:11][C@H:12]([NH:18]C(=O)OC(C)(C)C)[C:13]([N:15]([CH3:17])[CH3:16])=[O:14])[CH2:10][CH2:9]1. (9) Given the product [F:20][C:11]1[CH:12]=[C:13]([C:16]([OH:19])([CH3:17])[CH3:18])[CH:14]=[CH:15][C:10]=1[C:4]1[S:3][C:2]([NH:1][C:26]2[CH:27]=[CH:22][N:23]=[C:24]([CH2:28][N:29]3[CH2:30][CH2:31][O:32][CH2:33][CH2:34]3)[N:25]=2)=[C:6]([C:7]([NH2:9])=[O:8])[CH:5]=1, predict the reactants needed to synthesize it. The reactants are: [NH2:1][C:2]1[S:3][C:4]([C:10]2[CH:15]=[CH:14][C:13]([C:16]([OH:19])([CH3:18])[CH3:17])=[CH:12][C:11]=2[F:20])=[CH:5][C:6]=1[C:7]([NH2:9])=[O:8].Cl[C:22]1[CH:27]=[CH:26][N:25]=[C:24]([CH2:28][N:29]2[CH2:34][CH2:33][O:32][CH2:31][CH2:30]2)[N:23]=1.C([O-])([O-])=O.[K+].[K+].CC(C1C=C(C(C)C)C(C2C=CC=CC=2P(C2CCCCC2)C2CCCCC2)=C(C(C)C)C=1)C.C(O)(CC)(C)C. (10) Given the product [C@@H:6]1([O:24][C:25]2[C:29]([CH2:30][C:31]3[CH:32]=[CH:33][C:34]([CH2:37][CH2:38][CH2:39][C:40](=[O:41])[NH:46][C@@H:47]([CH3:50])[CH2:48][OH:49])=[CH:35][CH:36]=3)=[C:28]([CH:43]([CH3:45])[CH3:44])[NH:27][N:26]=2)[O:7][C@H:8]([CH2:19][OH:20])[C@H:9]([OH:15])[C@H:10]([OH:11])[C@H:5]1[OH:4], predict the reactants needed to synthesize it. The reactants are: C([O:4][C@@H:5]1[C@@H:10]([O:11]C(=O)C)[C@@H:9]([O:15]C(=O)C)[C@@H:8]([CH2:19][O:20]C(=O)C)[O:7][C@H:6]1[O:24][C:25]1[C:29]([CH2:30][C:31]2[CH:36]=[CH:35][C:34](/[CH:37]=[CH:38]/[CH2:39][C:40](O)=[O:41])=[CH:33][CH:32]=2)=[C:28]([CH:43]([CH3:45])[CH3:44])[NH:27][N:26]=1)(=O)C.[NH2:46][C@@H:47]([CH3:50])[CH2:48][OH:49].Cl.NCC(N)=O.